Task: Regression. Given two drug SMILES strings and cell line genomic features, predict the synergy score measuring deviation from expected non-interaction effect.. Dataset: NCI-60 drug combinations with 297,098 pairs across 59 cell lines (1) Drug 1: CN(C)N=NC1=C(NC=N1)C(=O)N. Drug 2: CN(CC1=CN=C2C(=N1)C(=NC(=N2)N)N)C3=CC=C(C=C3)C(=O)NC(CCC(=O)O)C(=O)O. Cell line: SF-295. Synergy scores: CSS=25.3, Synergy_ZIP=-1.39, Synergy_Bliss=-5.38, Synergy_Loewe=-26.6, Synergy_HSA=-7.09. (2) Drug 1: CC1CCCC2(C(O2)CC(NC(=O)CC(C(C(=O)C(C1O)C)(C)C)O)C(=CC3=CSC(=N3)C)C)C. Drug 2: N.N.Cl[Pt+2]Cl. Cell line: TK-10. Synergy scores: CSS=38.4, Synergy_ZIP=-4.88, Synergy_Bliss=-4.62, Synergy_Loewe=-10.4, Synergy_HSA=0.162. (3) Drug 1: CCC1=C2CN3C(=CC4=C(C3=O)COC(=O)C4(CC)O)C2=NC5=C1C=C(C=C5)O. Drug 2: CN1C2=C(C=C(C=C2)N(CCCl)CCCl)N=C1CCCC(=O)O.Cl. Cell line: HOP-62. Synergy scores: CSS=53.3, Synergy_ZIP=3.35, Synergy_Bliss=0.528, Synergy_Loewe=-75.7, Synergy_HSA=-3.11. (4) Drug 1: CC1=C(C(=CC=C1)Cl)NC(=O)C2=CN=C(S2)NC3=CC(=NC(=N3)C)N4CCN(CC4)CCO. Drug 2: C1C(C(OC1N2C=NC3=C2NC=NCC3O)CO)O. Cell line: SK-MEL-2. Synergy scores: CSS=-2.60, Synergy_ZIP=3.70, Synergy_Bliss=1.69, Synergy_Loewe=5.13, Synergy_HSA=-3.59.